Dataset: Forward reaction prediction with 1.9M reactions from USPTO patents (1976-2016). Task: Predict the product of the given reaction. Given the reactants [CH:1]1([CH2:4][N:5]([CH2:18][CH2:19][OH:20])[C:6]2[CH:13]=[CH:12][C:9]([C:10]#[N:11])=[C:8]([C:14]([F:17])([F:16])[F:15])[CH:7]=2)[CH2:3][CH2:2]1.[F:21][C:22]1[CH:27]=[CH:26][C:25](O)=[CH:24][CH:23]=1, predict the reaction product. The product is: [CH:1]1([CH2:4][N:5]([CH2:18][CH2:19][O:20][C:25]2[CH:26]=[CH:27][C:22]([F:21])=[CH:23][CH:24]=2)[C:6]2[CH:13]=[CH:12][C:9]([C:10]#[N:11])=[C:8]([C:14]([F:16])([F:17])[F:15])[CH:7]=2)[CH2:2][CH2:3]1.